This data is from Merck oncology drug combination screen with 23,052 pairs across 39 cell lines. The task is: Regression. Given two drug SMILES strings and cell line genomic features, predict the synergy score measuring deviation from expected non-interaction effect. (1) Drug 1: O=S1(=O)NC2(CN1CC(F)(F)F)C1CCC2Cc2cc(C=CCN3CCC(C(F)(F)F)CC3)ccc2C1. Drug 2: CCC1(O)C(=O)OCc2c1cc1n(c2=O)Cc2cc3c(CN(C)C)c(O)ccc3nc2-1. Cell line: EFM192B. Synergy scores: synergy=18.6. (2) Drug 1: COc1cccc2c1C(=O)c1c(O)c3c(c(O)c1C2=O)CC(O)(C(=O)CO)CC3OC1CC(N)C(O)C(C)O1. Drug 2: CCc1cnn2c(NCc3ccc[n+]([O-])c3)cc(N3CCCCC3CCO)nc12. Cell line: UACC62. Synergy scores: synergy=-19.8. (3) Cell line: CAOV3. Drug 2: O=C(CCCCCCC(=O)Nc1ccccc1)NO. Drug 1: N.N.O=C(O)C1(C(=O)O)CCC1.[Pt]. Synergy scores: synergy=15.1. (4) Drug 1: O=S1(=O)NC2(CN1CC(F)(F)F)C1CCC2Cc2cc(C=CCN3CCC(C(F)(F)F)CC3)ccc2C1. Drug 2: O=c1[nH]cc(F)c(=O)[nH]1. Cell line: PA1. Synergy scores: synergy=17.0. (5) Drug 1: O=P1(N(CCCl)CCCl)NCCCO1. Drug 2: NC1(c2ccc(-c3nc4ccn5c(=O)[nH]nc5c4cc3-c3ccccc3)cc2)CCC1. Cell line: CAOV3. Synergy scores: synergy=23.5.